From a dataset of Full USPTO retrosynthesis dataset with 1.9M reactions from patents (1976-2016). Predict the reactants needed to synthesize the given product. Given the product [Cl:31][C:20]1[CH:21]=[N:22][C:23]2[C:28]([C:19]=1[CH2:18][CH2:17][N:14]1[CH2:15][CH2:16][C@@H:12]([CH2:11][NH2:10])[CH2:13]1)=[N:27][C:26]([O:29][CH3:30])=[CH:25][CH:24]=2, predict the reactants needed to synthesize it. The reactants are: C1(COC(=O)[NH:10][CH2:11][C@@H:12]2[CH2:16][CH2:15][N:14]([CH2:17][CH2:18][C:19]3[C:28]4[C:23](=[CH:24][CH:25]=[C:26]([O:29][CH3:30])[N:27]=4)[N:22]=[CH:21][C:20]=3[Cl:31])[CH2:13]2)C=CC=CC=1.[OH-].[K+].O.